This data is from Catalyst prediction with 721,799 reactions and 888 catalyst types from USPTO. The task is: Predict which catalyst facilitates the given reaction. Reactant: [Br:1][C:2]1[CH:7]=[CH:6][C:5]([C:8](=O)[CH2:9][C:10]([C:16]2[CH:21]=[C:20]([Cl:22])[CH:19]=[C:18]([Cl:23])[CH:17]=2)([SH:15])[C:11]([F:14])([F:13])[F:12])=[CH:4][C:3]=1[CH3:25].[OH-].[K+].[NH2:28]OS(O)(=O)=O. Product: [Br:1][C:2]1[CH:7]=[CH:6][C:5]([C:8]2[CH2:9][C:10]([C:16]3[CH:21]=[C:20]([Cl:22])[CH:19]=[C:18]([Cl:23])[CH:17]=3)([C:11]([F:14])([F:13])[F:12])[S:15][N:28]=2)=[CH:4][C:3]=1[CH3:25]. The catalyst class is: 13.